The task is: Predict the reaction yield, written as a fraction of the theoretical maximum amount of product (1.0 means a 100% yield; for example, 0.34 means a 34% yield).. This data is from Reaction yield outcomes from USPTO patents with 853,638 reactions. (1) The reactants are [H-].[Na+].[CH3:3][N:4]([CH2:12][C:13]1[CH:17]=[C:16]([C:18]2[CH:23]=[CH:22][CH:21]=[CH:20][CH:19]=2)[N:15]([S:24]([C:27]2[CH:32]=[CH:31][CH:30]=[C:29]([C:33]([NH:35][CH3:36])=[O:34])[CH:28]=2)(=[O:26])=[O:25])[CH:14]=1)[C:5](=[O:11])[O:6][C:7]([CH3:10])([CH3:9])[CH3:8].I[CH3:38].O. The catalyst is O1CCCC1.CN(C)C=O. The product is [CH3:36][N:35]([CH3:38])[C:33]([C:29]1[CH:28]=[C:27]([S:24]([N:15]2[C:16]([C:18]3[CH:23]=[CH:22][CH:21]=[CH:20][CH:19]=3)=[CH:17][C:13]([CH2:12][N:4]([CH3:3])[C:5](=[O:11])[O:6][C:7]([CH3:10])([CH3:9])[CH3:8])=[CH:14]2)(=[O:26])=[O:25])[CH:32]=[CH:31][CH:30]=1)=[O:34]. The yield is 0.680. (2) The reactants are Br[C:2]1[CH:7]=[CH:6][C:5]([C:8]2[CH:23]=[C:11]3[N:12]=[C:13]([Cl:22])[CH:14]=[C:15]([N:16]4[CH2:21][CH2:20][O:19][CH2:18][CH2:17]4)[N:10]3[N:9]=2)=[CH:4][CH:3]=1.CC(C)([O-])C.[Na+].C(P(C(C)(C)C)C(C)(C)C)(C)(C)C.[N:43]1([C:49]([O:51][C:52]([CH3:55])([CH3:54])[CH3:53])=[O:50])[CH2:48][CH2:47][NH:46][CH2:45][CH2:44]1. The catalyst is C1(C)C=CC=CC=1.[Pd].[Pd].C(=CC(C=CC1C=CC=CC=1)=O)C1C=CC=CC=1.C(=CC(C=CC1C=CC=CC=1)=O)C1C=CC=CC=1.C(=CC(C=CC1C=CC=CC=1)=O)C1C=CC=CC=1. The product is [C:52]([O:51][C:49]([N:43]1[CH2:48][CH2:47][N:46]([C:2]2[CH:7]=[CH:6][C:5]([C:8]3[CH:23]=[C:11]4[N:12]=[C:13]([Cl:22])[CH:14]=[C:15]([N:16]5[CH2:21][CH2:20][O:19][CH2:18][CH2:17]5)[N:10]4[N:9]=3)=[CH:4][CH:3]=2)[CH2:45][CH2:44]1)=[O:50])([CH3:55])([CH3:53])[CH3:54]. The yield is 0.570.